From a dataset of Peptide-MHC class II binding affinity with 134,281 pairs from IEDB. Regression. Given a peptide amino acid sequence and an MHC pseudo amino acid sequence, predict their binding affinity value. This is MHC class II binding data. (1) The peptide sequence is YHFDLSGHAFGAMAKKGDEQ. The MHC is DRB4_0101 with pseudo-sequence DRB4_0103. The binding affinity (normalized) is 0.524. (2) The peptide sequence is AEGLSGEPKGAAESS. The MHC is HLA-DPA10301-DPB10402 with pseudo-sequence HLA-DPA10301-DPB10402. The binding affinity (normalized) is 0.0817. (3) The peptide sequence is VTMNDVKIEYSGTNN. The MHC is HLA-DQA10102-DQB10502 with pseudo-sequence HLA-DQA10102-DQB10502. The binding affinity (normalized) is 0. (4) The peptide sequence is FELQIVDKIDAAFKI. The MHC is DRB1_1302 with pseudo-sequence DRB1_1302. The binding affinity (normalized) is 0.398. (5) The peptide sequence is NGSMRVFVDVIRALD. The MHC is DRB1_0701 with pseudo-sequence DRB1_0701. The binding affinity (normalized) is 0.0120. (6) The peptide sequence is DVEFPGGGQIVGGVY. The MHC is HLA-DQA10501-DQB10301 with pseudo-sequence HLA-DQA10501-DQB10301. The binding affinity (normalized) is 0.740. (7) The peptide sequence is YRSLQPEEFAVVDLS. The MHC is DRB1_1501 with pseudo-sequence DRB1_1501. The binding affinity (normalized) is 0.0703. (8) The peptide sequence is YDKFLANVSTVLTNK. The binding affinity (normalized) is 0.735. The MHC is DRB1_0405 with pseudo-sequence DRB1_0405. (9) The peptide sequence is GELQIVFKIDAAFKI. The MHC is DRB4_0101 with pseudo-sequence DRB4_0103. The binding affinity (normalized) is 0.800. (10) The peptide sequence is EVLFRLENHAETLRA. The MHC is DRB5_0101 with pseudo-sequence DRB5_0101. The binding affinity (normalized) is 0.552.